Dataset: Reaction yield outcomes from USPTO patents with 853,638 reactions. Task: Predict the reaction yield, written as a fraction of the theoretical maximum amount of product (1.0 means a 100% yield; for example, 0.34 means a 34% yield). (1) The yield is 0.470. The reactants are [CH3:1][O:2][C:3](=[O:14])[C:4]1[CH:9]=[CH:8][C:7]([CH:10]=[O:11])=[C:6]([O:12][CH3:13])[CH:5]=1.O.CC(=CC)C.[O-:21]Cl=O.[Na+]. The catalyst is C(O)(C)(C)C.C(Cl)Cl. The product is [CH3:1][O:2][C:3](=[O:14])[C:4]1[CH:9]=[CH:8][C:7]([C:10]([OH:21])=[O:11])=[C:6]([O:12][CH3:13])[CH:5]=1. (2) The reactants are [H-].[H-].[H-].[H-].[Li+].[Al+3].[CH3:7][C:8]1([C:13]2[CH:14]=[C:15]([CH:18]=[CH:19][CH:20]=2)[C:16]#[N:17])[O:12][CH2:11][CH2:10][O:9]1. The catalyst is CCOCC. The product is [CH3:7][C:8]1([C:13]2[CH:14]=[C:15]([CH2:16][NH2:17])[CH:18]=[CH:19][CH:20]=2)[O:9][CH2:10][CH2:11][O:12]1. The yield is 0.570. (3) The reactants are [CH2:1]([O:8][C:9]1[CH:10]=[C:11]([CH:13]=[C:14](Br)[CH:15]=1)[NH2:12])[C:2]1[CH:7]=[CH:6][CH:5]=[CH:4][CH:3]=1.[CH3:17][C:18]1([CH3:34])[C:22]([CH3:24])([CH3:23])[O:21][B:20]([B:20]2[O:21][C:22]([CH3:24])([CH3:23])[C:18]([CH3:34])([CH3:17])[O:19]2)[O:19]1.C([O-])(=O)C.[K+].O. The catalyst is CS(C)=O.C1C=CC(P(C2C=CC=CC=2)[C-]2C=CC=C2)=CC=1.C1C=CC(P(C2C=CC=CC=2)[C-]2C=CC=C2)=CC=1.Cl[Pd]Cl.[Fe+2]. The product is [CH2:1]([O:8][C:9]1[CH:10]=[C:11]([CH:13]=[C:14]([B:20]2[O:21][C:22]([CH3:24])([CH3:23])[C:18]([CH3:34])([CH3:17])[O:19]2)[CH:15]=1)[NH2:12])[C:2]1[CH:7]=[CH:6][CH:5]=[CH:4][CH:3]=1. The yield is 0.860. (4) The catalyst is C(OCC)(=O)C.C(O)(=O)C. The product is [C:1]([C:3]1[CH:4]=[CH:5][C:6]([CH:9]([CH3:15])[C:10]([OH:12])=[O:11])=[CH:7][CH:8]=1)#[N:2]. The reactants are [C:1]([C:3]1[CH:8]=[CH:7][C:6]([CH:9]([CH3:15])[C:10]([O:12]CC)=[O:11])=[CH:5][CH:4]=1)#[N:2].O1CCCC1.O.[OH-].[Na+]. The yield is 0.950.